Regression/Classification. Given a drug SMILES string, predict its toxicity properties. Task type varies by dataset: regression for continuous values (e.g., LD50, hERG inhibition percentage) or binary classification for toxic/non-toxic outcomes (e.g., AMES mutagenicity, cardiotoxicity, hepatotoxicity). Dataset: ames. From a dataset of Ames mutagenicity test results for genotoxicity prediction. (1) The molecule is COc1cc(C2c3cc4c(cc3C(OC3OC5COC(C)OC5C(O)C3O)C3COC(=O)C23)OCO4)cc(OC)c1O. The result is 0 (non-mutagenic). (2) The result is 1 (mutagenic). The compound is Cc1cc(N=Nc2ccccc2C)c(N)cc1N. (3) The molecule is CN(C)c1ccc(N=Nc2cccnc2)cc1. The result is 0 (non-mutagenic). (4) The drug is CNc1ccc2nc(C)c(C)nc2c1C. The result is 1 (mutagenic). (5) The molecule is Cc1cccc2c1cc(C)c1c3c(ccc12)C(O)C(O)C1OC31. The result is 1 (mutagenic). (6) The drug is O=[N+]([O-])c1cc2c(cc1Cl)Oc1cc(Cl)c(Cl)cc1O2. The result is 1 (mutagenic). (7) The drug is CC1CC2c3cccc4[nH]cc(c34)CC2N(C)C1. The result is 1 (mutagenic). (8) The molecule is c1ccc2c(c1)OCCOCCOCCOCCO2. The result is 0 (non-mutagenic).